From a dataset of Peptide-MHC class I binding affinity with 185,985 pairs from IEDB/IMGT. Regression. Given a peptide amino acid sequence and an MHC pseudo amino acid sequence, predict their binding affinity value. This is MHC class I binding data. (1) The peptide sequence is VDYLELDTI. The MHC is Mamu-B01 with pseudo-sequence Mamu-B01. The binding affinity (normalized) is 1.00. (2) The peptide sequence is RRTAIHSLY. The MHC is Mamu-B17 with pseudo-sequence Mamu-B17. The binding affinity (normalized) is 0.530. (3) The peptide sequence is IIRVTSELL. The MHC is HLA-A02:03 with pseudo-sequence HLA-A02:03. The binding affinity (normalized) is 0.0847. (4) The peptide sequence is QTCAGVIEY. The MHC is HLA-A11:01 with pseudo-sequence HLA-A11:01. The binding affinity (normalized) is 0.547. (5) The peptide sequence is YVADALAAF. The MHC is HLA-A31:01 with pseudo-sequence HLA-A31:01. The binding affinity (normalized) is 0.137. (6) The peptide sequence is NLFSKNILK. The MHC is HLA-B07:02 with pseudo-sequence HLA-B07:02. The binding affinity (normalized) is 0. (7) The peptide sequence is WPTVRERM. The MHC is HLA-B58:01 with pseudo-sequence HLA-B58:01. The binding affinity (normalized) is 0.